This data is from Reaction yield outcomes from USPTO patents with 853,638 reactions. The task is: Predict the reaction yield, written as a fraction of the theoretical maximum amount of product (1.0 means a 100% yield; for example, 0.34 means a 34% yield). (1) The reactants are C([O:3][C:4](=[O:16])[CH2:5][CH:6]1[CH2:14][CH:13]2[N:9]([C:10](=[O:15])[CH2:11][CH2:12]2)[CH2:8][CH2:7]1)C.[OH-].[Na+]. The catalyst is C1COCC1. The product is [O:15]=[C:10]1[N:9]2[CH:13]([CH2:14][CH:6]([CH2:5][C:4]([OH:16])=[O:3])[CH2:7][CH2:8]2)[CH2:12][CH2:11]1. The yield is 0.770. (2) The reactants are [CH3:1][C:2]1[CH:7]=[C:6]([C:8]2[CH:9]=[CH:10][C:11]3[N:17]4[CH2:18][C@H:14]([CH2:15][CH2:16]4)[NH:13][C:12]=3[N:19]=2)[CH:5]=[CH:4][N:3]=1.C([O:27][C:28](Cl)(Cl)Cl)(OC(Cl)(Cl)Cl)=O.[CH2:32]([C:34]1[N:39]=[C:38]([NH2:40])[CH:37]=[N:36][CH:35]=1)[CH3:33].C(N(CC)CC)C. The catalyst is C1COCC1.C([O-])(O)=O.[Na+].C(Cl)Cl.CO. The product is [CH2:32]([C:34]1[N:39]=[C:38]([NH:40][C:28]([N:13]2[C@@H:14]3[CH2:18][N:17]([CH2:16][CH2:15]3)[C:11]3[CH:10]=[CH:9][C:8]([C:6]4[CH:5]=[CH:4][N:3]=[C:2]([CH3:1])[CH:7]=4)=[N:19][C:12]2=3)=[O:27])[CH:37]=[N:36][CH:35]=1)[CH3:33]. The yield is 0.323. (3) The reactants are [N+:1]([C:4]1[CH:10]=[CH:9][C:8]([C:11]2[CH:16]=[CH:15][C:14]([C:17]([O:19][CH3:20])=[O:18])=[CH:13][CH:12]=2)=[CH:7][C:5]=1[NH2:6])([O-:3])=[O:2].[H-].[Na+].[CH3:23][O:24][C:25]1[CH:33]=[CH:32][C:28]([C:29](Cl)=[O:30])=[CH:27][CH:26]=1. The catalyst is N1C=CC=CC=1.CN(C=O)C. The product is [N+:1]([C:4]1[CH:10]=[CH:9][C:8]([C:11]2[CH:12]=[CH:13][C:14]([C:17]([O:19][CH3:20])=[O:18])=[CH:15][CH:16]=2)=[CH:7][C:5]=1[NH:6][C:29](=[O:30])[C:28]1[CH:32]=[CH:33][C:25]([O:24][CH3:23])=[CH:26][CH:27]=1)([O-:3])=[O:2]. The yield is 0.820.